From a dataset of Full USPTO retrosynthesis dataset with 1.9M reactions from patents (1976-2016). Predict the reactants needed to synthesize the given product. (1) Given the product [F:8][C:9]1[CH:10]=[C:11]([N+:16]([O-:18])=[O:17])[CH:12]=[CH:13][C:14]=1[N:5]1[CH2:6][CH2:7][N:2]([CH3:1])[CH2:3][CH2:4]1, predict the reactants needed to synthesize it. The reactants are: [CH3:1][N:2]1[CH2:7][CH2:6][NH:5][CH2:4][CH2:3]1.[F:8][C:9]1[CH:10]=[C:11]([N+:16]([O-:18])=[O:17])[CH:12]=[CH:13][C:14]=1F. (2) Given the product [F:42][C:2]([F:1])([F:41])[C:3]1[CH:4]=[C:5]([CH:34]=[C:35]([C:37]([F:38])([F:39])[F:40])[CH:36]=1)[CH2:6][N:7]([CH2:14][C:15]1[CH:20]=[C:19]([C:21]([F:24])([F:23])[F:22])[C:18]([CH3:25])=[CH:17][C:16]=1[CH:26]([CH:28]1[CH2:33][CH2:32][CH2:31][CH2:30][CH2:29]1)[O:27][CH3:45])[C:8]1[N:9]=[N:10][N:11]([CH3:13])[N:12]=1, predict the reactants needed to synthesize it. The reactants are: [F:1][C:2]([F:42])([F:41])[C:3]1[CH:4]=[C:5]([CH:34]=[C:35]([C:37]([F:40])([F:39])[F:38])[CH:36]=1)[CH2:6][N:7]([CH2:14][C:15]1[CH:20]=[C:19]([C:21]([F:24])([F:23])[F:22])[C:18]([CH3:25])=[CH:17][C:16]=1[CH:26]([CH:28]1[CH2:33][CH2:32][CH2:31][CH2:30][CH2:29]1)[OH:27])[C:8]1[N:9]=[N:10][N:11]([CH3:13])[N:12]=1.[H-].[Na+].[CH3:45]I.